This data is from Catalyst prediction with 721,799 reactions and 888 catalyst types from USPTO. The task is: Predict which catalyst facilitates the given reaction. Reactant: [C:1]([NH2:9])(=[O:8])[C:2]1[CH:7]=[CH:6][CH:5]=[CH:4][CH:3]=1.[CH3:10][S:11]([OH:14])(=[O:13])=[O:12]. Product: [CH3:10][S:11]([OH:14])(=[O:13])=[O:12].[C:1]([NH2:9])(=[O:8])[C:2]1[CH:7]=[CH:6][CH:5]=[CH:4][CH:3]=1.[C:1]([NH2:9])(=[O:8])[C:2]1[CH:7]=[CH:6][CH:5]=[CH:4][CH:3]=1. The catalyst class is: 8.